From a dataset of Peptide-MHC class I binding affinity with 185,985 pairs from IEDB/IMGT. Regression. Given a peptide amino acid sequence and an MHC pseudo amino acid sequence, predict their binding affinity value. This is MHC class I binding data. (1) The peptide sequence is PYLGKREDQW. The MHC is HLA-A24:02 with pseudo-sequence HLA-A24:02. The binding affinity (normalized) is 0.260. (2) The peptide sequence is RPMSASRPA. The MHC is HLA-B46:01 with pseudo-sequence HLA-B46:01. The binding affinity (normalized) is 0.0847. (3) The peptide sequence is VAMLLTHGA. The MHC is HLA-A02:01 with pseudo-sequence HLA-A02:01. The binding affinity (normalized) is 0.159. (4) The peptide sequence is YVARVSSNSR. The MHC is HLA-A02:01 with pseudo-sequence HLA-A02:01. The binding affinity (normalized) is 0.121.